The task is: Predict the reaction yield, written as a fraction of the theoretical maximum amount of product (1.0 means a 100% yield; for example, 0.34 means a 34% yield).. This data is from Reaction yield outcomes from USPTO patents with 853,638 reactions. (1) The reactants are C[O:2][C:3]1[CH:4]=[C:5]([CH2:9][C:10]#[N:11])[CH:6]=[CH:7][CH:8]=1.B(Br)(Br)Br.O. The catalyst is C(Cl)Cl. The product is [OH:2][C:3]1[CH:4]=[C:5]([CH2:9][C:10]#[N:11])[CH:6]=[CH:7][CH:8]=1. The yield is 0.550. (2) The reactants are Br[C:2]1[CH:3]=[C:4]2[C:10]([CH:11]=[O:12])=[N:9][N:8]([C:13]([C:26]3[CH:31]=[CH:30][CH:29]=CC=3)(C3C=CC=CC=3)C3C=CC=CC=3)[C:5]2=[N:6][CH:7]=1.B1(B2OC(C)(C)C(C)(C)O2)O[C:35](C)(C)[C:34]([CH3:40])([CH3:39])O1.CC([O-])=[O:52].[K+].Br[C:56]1[CH:57]=[C:58]2C(C(OC)=O)=NN[C:59]2=[N:60][CH:61]=1.P([O-])([O-])([O-])=O.[K+].[K+].[K+].C[N:78]([CH:80]=[O:81])C. The catalyst is C1C=CC(P(C2C=CC=CC=2)[C-]2C=CC=C2)=CC=1.C1C=CC(P(C2C=CC=CC=2)[C-]2C=CC=C2)=CC=1.Cl[Pd]Cl.[Fe+2].O. The product is [CH:11]([C:10]1[C:4]2[C:5](=[N:6][CH:7]=[C:2]([C:58]3[CH:57]=[C:56]([NH:78][C:80](=[O:81])[C:34]([CH3:40])([CH3:39])[CH3:35])[CH:61]=[N:60][CH:59]=3)[CH:3]=2)[N:8]([CH:13]2[CH2:26][CH2:31][CH2:30][CH2:29][O:52]2)[N:9]=1)=[O:12]. The yield is 0.680. (3) The reactants are [C:1]([O:5][C:6]([NH:8][C@@H:9]([CH2:13][O:14][C:15]1[C:20]([N+:21]([O-])=O)=[CH:19][CH:18]=[CH:17][C:16]=1[F:24])[C:10]([OH:12])=[O:11])=[O:7])([CH3:4])([CH3:3])[CH3:2]. The catalyst is CO.[Pd]. The product is [NH2:21][C:20]1[CH:19]=[CH:18][CH:17]=[C:16]([F:24])[C:15]=1[O:14][CH2:13][C@H:9]([NH:8][C:6]([O:5][C:1]([CH3:4])([CH3:2])[CH3:3])=[O:7])[C:10]([OH:12])=[O:11]. The yield is 0.970. (4) The reactants are CI.[OH:3][C:4]1[CH:5]=[C:6]([NH:10][C:11](=[O:16])[C:12]([CH3:15])([CH3:14])[CH3:13])[CH:7]=[CH:8][CH:9]=1.[C:17](=O)([O-])[O-].[K+].[K+]. The catalyst is CC(C)=O. The product is [CH3:17][O:3][C:4]1[CH:5]=[C:6]([NH:10][C:11](=[O:16])[C:12]([CH3:13])([CH3:15])[CH3:14])[CH:7]=[CH:8][CH:9]=1. The yield is 0.910. (5) The reactants are Br.[OH:2][C:3]1[C:8]([NH2:9])=[CH:7][CH:6]=[CH:5][C:4]=1[C:10]1[S:11][C:12]([CH3:18])=[C:13]([C:15]([OH:17])=[O:16])[N:14]=1.[N:19]([O-])=O.[Na+].[CH2:23]1[C:31]2[C:26](=[CH:27][C:28]([N:32]3[C:36](=[O:37])[CH2:35][C:34]([CH3:38])=[N:33]3)=[CH:29][CH:30]=2)[CH2:25][CH2:24]1.C(=O)(O)[O-].[Na+]. The catalyst is Cl. The product is [OH:2][C:3]1[C:8]([NH:9][N:19]=[C:35]2[C:36](=[O:37])[N:32]([C:28]3[CH:27]=[C:26]4[C:31](=[CH:30][CH:29]=3)[CH2:23][CH2:24][CH2:25]4)[N:33]=[C:34]2[CH3:38])=[CH:7][CH:6]=[CH:5][C:4]=1[C:10]1[S:11][C:12]([CH3:18])=[C:13]([C:15]([OH:17])=[O:16])[N:14]=1. The yield is 0.759.